Regression. Given a peptide amino acid sequence and an MHC pseudo amino acid sequence, predict their binding affinity value. This is MHC class II binding data. From a dataset of Peptide-MHC class II binding affinity with 134,281 pairs from IEDB. The peptide sequence is GRSEFAYGSFVRTVS. The MHC is DRB1_0101 with pseudo-sequence DRB1_0101. The binding affinity (normalized) is 0.717.